Dataset: Catalyst prediction with 721,799 reactions and 888 catalyst types from USPTO. Task: Predict which catalyst facilitates the given reaction. (1) Reactant: [NH2:1][CH2:2][C:3]1[CH:4]=[C:5]([N:9]2[C:17]([CH3:19])([CH3:18])[C:16]3[C:11](=[CH:12][CH:13]=[C:14]([Cl:20])[CH:15]=3)[C:10]2=[O:21])[CH:6]=[N:7][CH:8]=1.CCN(CC)CC.[CH3:29][C:30]1[C:31]([C:36](O)=[O:37])=[N:32][CH:33]=[CH:34][CH:35]=1.CN(C(ON1N=NC2C=CC=NC1=2)=[N+](C)C)C.F[P-](F)(F)(F)(F)F. Product: [Cl:20][C:14]1[CH:15]=[C:16]2[C:11]([C:10](=[O:21])[N:9]([C:5]3[CH:4]=[C:3]([CH2:2][NH:1][C:36]([C:31]4[C:30]([CH3:29])=[CH:35][CH:34]=[CH:33][N:32]=4)=[O:37])[CH:8]=[N:7][CH:6]=3)[C:17]2([CH3:18])[CH3:19])=[CH:12][CH:13]=1. The catalyst class is: 173. (2) Product: [Cl:1][C:2]1[CH:7]=[CH:6][C:5]([C:8]2[N:12](/[CH:13]=[CH:14]/[C:15]([F:18])([F:16])[F:17])[C:11](=[O:20])[N:10]([CH2:21][C:22]([O:24][CH3:25])=[O:23])[N:9]=2)=[CH:4][CH:3]=1. The catalyst class is: 341. Reactant: [Cl:1][C:2]1[CH:7]=[CH:6][C:5]([C:8]2[N:12]([CH2:13][C@@H:14](O)[C:15]([F:18])([F:17])[F:16])[C:11](=[O:20])[N:10]([CH2:21][C:22]([O:24][CH3:25])=[O:23])[N:9]=2)=[CH:4][CH:3]=1.FC(F)(F)S(OS(C(F)(F)F)(=O)=O)(=O)=O. (3) Reactant: [Si:1]([O:8][C@H:9]1[CH2:18][C:17]([CH3:20])([CH3:19])[CH2:16][C:15]2[N:14]=[C:13]([CH:21]3[CH2:26][CH2:25][O:24][CH2:23][CH2:22]3)[C:12]([CH:27]=[O:28])=[C:11]([C:29]3[CH2:30][CH2:31][O:32][CH2:33][CH:34]=3)[C:10]1=2)([C:4]([CH3:7])([CH3:6])[CH3:5])([CH3:3])[CH3:2].I[C:36]1[CH:37]=[CH:38][C:39]([C:44]([F:47])([F:46])[F:45])=[C:40]([CH:43]=1)[C:41]#[N:42].C([Mg]Cl)(C)C.[Cl-].[Li+].C([Mg]Cl)(C)C. Product: [Si:1]([O:8][C@H:9]1[CH2:18][C:17]([CH3:20])([CH3:19])[CH2:16][C:15]2[N:14]=[C:13]([CH:21]3[CH2:22][CH2:23][O:24][CH2:25][CH2:26]3)[C:12]([C@@H:27]([OH:28])[C:36]3[CH:37]=[CH:38][C:39]([C:44]([F:45])([F:46])[F:47])=[C:40]([CH:43]=3)[C:41]#[N:42])=[C:11]([C:29]3[CH2:30][CH2:31][O:32][CH2:33][CH:34]=3)[C:10]1=2)([C:4]([CH3:5])([CH3:6])[CH3:7])([CH3:3])[CH3:2]. The catalyst class is: 7. (4) Reactant: [OH:1][CH2:2][C:3]1[CH:11]=[CH:10][C:6]([C:7]([OH:9])=O)=[CH:5][CH:4]=1.[CH2:12]([NH:14][CH2:15][CH3:16])[CH3:13].O.ON1C2C=CC=CC=2N=N1.Cl.CN(C)CCCN=C=NCC. Product: [CH2:12]([N:14]([CH2:15][CH3:16])[C:7](=[O:9])[C:6]1[CH:5]=[CH:4][C:3]([CH2:2][OH:1])=[CH:11][CH:10]=1)[CH3:13]. The catalyst class is: 3. (5) Reactant: [Cl-].O[NH3+:3].[C:4](=[O:7])([O-])[OH:5].[Na+].CS(C)=O.[C:13]12([C:23](=[O:53])[CH2:24][N:25]3[C:30](=[O:31])[C:29]4[CH:32]=[C:33]([CH2:35][CH3:36])[S:34][C:28]=4[N:27]([CH2:37][C:38]4[CH:43]=[CH:42][C:41]([C:44]5[C:45]([C:50]#[N:51])=[CH:46][CH:47]=[CH:48][CH:49]=5)=[CH:40][CH:39]=4)[C:26]3=[O:52])[CH2:22][CH:17]3[CH2:18][CH:19]([CH2:21][CH:15]([CH2:16]3)[CH2:14]1)[CH2:20]2. Product: [C:13]12([C:23](=[O:53])[CH2:24][N:25]3[C:30](=[O:31])[C:29]4[CH:32]=[C:33]([CH2:35][CH3:36])[S:34][C:28]=4[N:27]([CH2:37][C:38]4[CH:39]=[CH:40][C:41]([C:44]5[CH:49]=[CH:48][CH:47]=[CH:46][C:45]=5[C:50]5[NH:3][C:4](=[O:7])[O:5][N:51]=5)=[CH:42][CH:43]=4)[C:26]3=[O:52])[CH2:20][CH:19]3[CH2:21][CH:15]([CH2:16][CH:17]([CH2:18]3)[CH2:22]1)[CH2:14]2. The catalyst class is: 69. (6) Reactant: [C:1]([CH2:4][C:5](=[O:7])[CH3:6])(=[O:3])[CH3:2].B(OCCCC)(OCCCC)OCCCC.[CH3:24][O:25][C:26]1[CH:27]=[C:28]([CH:31]=[CH:32][C:33]=1[O:34][C:35](=[O:57])[CH:36]=[CH:37][CH:38]=[CH:39][CH:40]=[CH:41][CH:42]=[CH:43][CH:44]=[CH:45][CH:46]=[CH:47][CH2:48][CH2:49][CH2:50][CH2:51][CH2:52][CH2:53][CH2:54][CH2:55][CH3:56])[CH:29]=O.O=[CH:59][C:60]1[CH:68]=[CH:67][C:65]([OH:66])=[C:62]([O:63][CH3:64])[CH:61]=1.C(N)CCC. Product: [C:35]([O:34][C:33]1[CH:32]=[CH:31][C:28]([CH:29]=[CH:6][C:5](=[O:7])[CH2:4][C:1](=[O:3])[CH:2]=[CH:59][C:60]2[CH:68]=[CH:67][C:65]([OH:66])=[C:62]([O:63][CH3:64])[CH:61]=2)=[CH:27][C:26]=1[O:25][CH3:24])(=[O:57])[CH:36]=[CH:37][CH:38]=[CH:39][CH:40]=[CH:41][CH:42]=[CH:43][CH:44]=[CH:45][CH:46]=[CH:47][CH2:48][CH2:49][CH2:50][CH2:51][CH2:52][CH2:53][CH2:54][CH2:55][CH3:56]. The catalyst class is: 640. (7) Reactant: C(OC([N:8]([CH2:21][CH:22]1[CH2:27][CH2:26][N:25]([C:28]2[N:33]=[C:32]([C:34]([OH:36])=[O:35])[CH:31]=[CH:30][CH:29]=2)[CH2:24][CH:23]1[C:37]1[CH:42]=[CH:41][CH:40]=[CH:39][CH:38]=1)[C@@H:9]([C:11]1[C:20]2[C:15](=[CH:16][CH:17]=[CH:18][CH:19]=2)[CH:14]=[CH:13][CH:12]=1)[CH3:10])=O)(C)(C)C.[ClH:43].C(OCC)(=O)C.C(OC(C)C)(C)C. Product: [ClH:43].[C:11]1([C@H:9]([NH:8][CH2:21][CH:22]2[CH2:27][CH2:26][N:25]([C:28]3[N:33]=[C:32]([C:34]([OH:36])=[O:35])[CH:31]=[CH:30][CH:29]=3)[CH2:24][CH:23]2[C:37]2[CH:38]=[CH:39][CH:40]=[CH:41][CH:42]=2)[CH3:10])[C:20]2[C:15](=[CH:16][CH:17]=[CH:18][CH:19]=2)[CH:14]=[CH:13][CH:12]=1. The catalyst class is: 13. (8) Reactant: [O-:1][CH2:2][CH3:3].[Na+].Br[CH:6]([CH3:21])[CH2:7][CH2:8][CH2:9][CH2:10][CH2:11][CH2:12][CH2:13][CH2:14][CH2:15][C:16]([O:18]CC)=[O:17].Cl. Product: [O:1]=[C:2]([CH2:21][CH2:6][CH2:7][CH2:8][CH2:9][CH2:10][CH2:11][CH2:12][CH2:13][CH2:14][CH2:15][C:16]([OH:18])=[O:17])[CH2:3][CH2:6][CH2:7][CH2:8][CH2:9][CH2:10][CH2:11][CH2:12][CH2:13][CH2:14][CH2:15][C:16]([OH:18])=[O:17]. The catalyst class is: 40. (9) Reactant: CCOC(/N=N/C(OCC)=O)=O.C1(C)C=CC=CC=1.[I:20][C:21]1[CH:26]=[CH:25][C:24]([OH:27])=[CH:23][CH:22]=1.[O:28]1[CH2:33][CH2:32][N:31]([CH2:34][CH2:35]O)[CH2:30][CH2:29]1.C1(P(C2C=CC=CC=2)C2C=CC=CC=2)C=CC=CC=1. Product: [I:20][C:21]1[CH:26]=[CH:25][C:24]([O:27][CH2:35][CH2:34][N:31]2[CH2:32][CH2:33][O:28][CH2:29][CH2:30]2)=[CH:23][CH:22]=1. The catalyst class is: 1.